This data is from Peptide-MHC class II binding affinity with 134,281 pairs from IEDB. The task is: Regression. Given a peptide amino acid sequence and an MHC pseudo amino acid sequence, predict their binding affinity value. This is MHC class II binding data. (1) The peptide sequence is LVNSSQPWEPLQLHV. The MHC is DRB1_0802 with pseudo-sequence DRB1_0802. The binding affinity (normalized) is 0.100. (2) The peptide sequence is DIFYFKCDRGSIS. The MHC is HLA-DPA10301-DPB10402 with pseudo-sequence HLA-DPA10301-DPB10402. The binding affinity (normalized) is 0.136. (3) The peptide sequence is AFKVAATAAMAAPAN. The MHC is DRB1_1001 with pseudo-sequence DRB1_1001. The binding affinity (normalized) is 0.807. (4) The peptide sequence is AEQFKQKALGLLQTASRQAE. The MHC is DRB1_1501 with pseudo-sequence DRB1_1501. The binding affinity (normalized) is 0. (5) The peptide sequence is GPNELGRFKHTDACCRTH. The MHC is H-2-IEd with pseudo-sequence H-2-IEd. The binding affinity (normalized) is 0. (6) The peptide sequence is IIFSQNMNIKLKMPL. The MHC is HLA-DQA10102-DQB10502 with pseudo-sequence HLA-DQA10102-DQB10502. The binding affinity (normalized) is 0.0400. (7) The MHC is HLA-DPA10201-DPB11401 with pseudo-sequence HLA-DPA10201-DPB11401. The binding affinity (normalized) is 0.173. The peptide sequence is EAVRHFPRPWLHGL. (8) The peptide sequence is LDLAVNAAVDAGIHF. The MHC is HLA-DPA10103-DPB10301 with pseudo-sequence HLA-DPA10103-DPB10301. The binding affinity (normalized) is 0.482. (9) The peptide sequence is QLKEYVWKTLKSGKV. The MHC is HLA-DPA10201-DPB11401 with pseudo-sequence HLA-DPA10201-DPB11401. The binding affinity (normalized) is 0.131. (10) The peptide sequence is ALSVLVGLTAATVAI. The MHC is HLA-DPA10301-DPB10402 with pseudo-sequence HLA-DPA10301-DPB10402. The binding affinity (normalized) is 0.360.